From a dataset of Full USPTO retrosynthesis dataset with 1.9M reactions from patents (1976-2016). Predict the reactants needed to synthesize the given product. (1) Given the product [C:42]([O:46][C:47](=[O:62])[NH:48][C:49]1[CH:50]=[CH:51][CH:52]=[C:53]([CH2:21][N:18]2[CH:19]=[CH:20][C:16]([NH:15][C:13](=[O:14])[C@@H:12]([C:4]3[CH:5]=[CH:6][C:7]([S:8]([CH3:11])(=[O:10])=[O:9])=[C:2]([Cl:1])[CH:3]=3)[CH2:22][CH:23]3[CH2:24][CH2:25][CH2:26][CH2:27]3)=[N:17]2)[CH:54]=1)([CH3:45])([CH3:43])[CH3:44], predict the reactants needed to synthesize it. The reactants are: [Cl:1][C:2]1[CH:3]=[C:4]([C@@H:12]([CH2:22][CH:23]2[CH2:27][CH2:26][CH2:25][CH2:24]2)[C:13]([NH:15][C:16]2[CH:20]=[CH:19][N:18]([CH3:21])[N:17]=2)=[O:14])[CH:5]=[CH:6][C:7]=1[S:8]([CH3:11])(=[O:10])=[O:9].C(Cl)(=O)C(Cl)=O.N1C(C)=CC=CC=1C.[C:42]([O:46][C:47](=[O:62])[NH:48][C:49]1[CH:54]=[CH:53][CH:52]=[C:51](CN2C=CC(N)=N2)[CH:50]=1)([CH3:45])([CH3:44])[CH3:43]. (2) Given the product [C:26]([O:27][CH2:3][CH:1]=[O:2])(=[O:29])[C:9]([CH3:14])=[CH2:10], predict the reactants needed to synthesize it. The reactants are: [C:1]1(C=CC(O)=C[CH:3]=1)[OH:2].[C:9]1(N2CCC(=O)N2)[CH:14]=CC=C[CH:10]=1.P(=O)(O)(O)O.[C:26](=[O:29])([O-])[OH:27].[Na+].